From a dataset of Peptide-MHC class II binding affinity with 134,281 pairs from IEDB. Regression. Given a peptide amino acid sequence and an MHC pseudo amino acid sequence, predict their binding affinity value. This is MHC class II binding data. (1) The peptide sequence is TNILLNVPLRGTIVT. The MHC is DRB5_0101 with pseudo-sequence DRB5_0101. The binding affinity (normalized) is 0.363. (2) The peptide sequence is FEALGFLNEDHWASR. The MHC is HLA-DQA10201-DQB10303 with pseudo-sequence HLA-DQA10201-DQB10303. The binding affinity (normalized) is 0. (3) The peptide sequence is SEPHCALLDCIMYQS. The MHC is DRB1_0101 with pseudo-sequence DRB1_0101. The binding affinity (normalized) is 0.435. (4) The peptide sequence is GTKGEAKDVIPEGWK. The MHC is HLA-DPA10103-DPB10401 with pseudo-sequence HLA-DPA10103-DPB10401. The binding affinity (normalized) is 0. (5) The binding affinity (normalized) is 0.422. The peptide sequence is YYAIHKASPVLAFPA. The MHC is HLA-DPA10301-DPB10402 with pseudo-sequence HLA-DPA10301-DPB10402. (6) The peptide sequence is GELQIVDKIDAPFKI. The MHC is DRB1_0404 with pseudo-sequence DRB1_0404. The binding affinity (normalized) is 0.553.